Dataset: Reaction yield outcomes from USPTO patents with 853,638 reactions. Task: Predict the reaction yield, written as a fraction of the theoretical maximum amount of product (1.0 means a 100% yield; for example, 0.34 means a 34% yield). The reactants are [CH3:1][C:2]1([CH3:19])[CH2:5][N:4]([C:6]2[CH:15]=[C:14]3[C:9]([CH:10]=[CH:11][C:12]([C:16](O)=[O:17])=[N:13]3)=[CH:8][CH:7]=2)[CH2:3]1.[NH2:20][C:21]1[CH:22]=[N:23][CH:24]=[CH:25][C:26]=1[N:27]1[CH2:32][C@H:31]([CH3:33])[C@@H:30]([O:34][Si](C(C)(C)C)(C)C)[C@H:29]([NH:42]C(=O)OC(C)(C)C)[CH2:28]1. No catalyst specified. The product is [NH2:42][C@H:29]1[C@H:30]([OH:34])[C@@H:31]([CH3:33])[CH2:32][N:27]([C:26]2[CH:25]=[CH:24][N:23]=[CH:22][C:21]=2[NH:20][C:16]([C:12]2[CH:11]=[CH:10][C:9]3[C:14](=[CH:15][C:6]([N:4]4[CH2:3][C:2]([CH3:19])([CH3:1])[CH2:5]4)=[CH:7][CH:8]=3)[N:13]=2)=[O:17])[CH2:28]1. The yield is 0.150.